Dataset: Forward reaction prediction with 1.9M reactions from USPTO patents (1976-2016). Task: Predict the product of the given reaction. (1) Given the reactants [F:1][C:2]1[CH:7]=[CH:6][C:5](/[CH:8]=[CH:9]\[CH2:10][CH2:11][C:12]([N:14]2[C@@H:18]([C:19]3[CH:24]=[CH:23][CH:22]=[CH:21][CH:20]=3)[CH2:17][O:16][C:15]2=[O:25])=[O:13])=[CH:4][CH:3]=1.CCN(C(C)C)C(C)C.[CH2:35]([O:42][C:43]1[CH:57]=[CH:56][C:46](/[CH:47]=[N:48]/[C:49]2[CH:54]=[CH:53][C:52]([F:55])=[CH:51][CH:50]=2)=[CH:45][CH:44]=1)[C:36]1[CH:41]=[CH:40][CH:39]=[CH:38][CH:37]=1, predict the reaction product. The product is: [CH2:35]([O:42][C:43]1[CH:57]=[CH:56][C:46]([C@@H:47]([NH:48][C:49]2[CH:50]=[CH:51][C:52]([F:55])=[CH:53][CH:54]=2)[C@@H:11]([CH2:10]/[CH:9]=[CH:8]\[C:5]2[CH:6]=[CH:7][C:2]([F:1])=[CH:3][CH:4]=2)[C:12]([N:14]2[C@@H:18]([C:19]3[CH:20]=[CH:21][CH:22]=[CH:23][CH:24]=3)[CH2:17][O:16][C:15]2=[O:25])=[O:13])=[CH:45][CH:44]=1)[C:36]1[CH:37]=[CH:38][CH:39]=[CH:40][CH:41]=1. (2) The product is: [CH3:1][C:2](=[CH:8][C:9]1[CH:10]=[CH:11][C:12]([CH3:15])=[CH:13][CH:14]=1)[CH2:3][OH:4]. Given the reactants [CH3:1][C:2](=[CH:8][C:9]1[CH:14]=[CH:13][C:12]([CH3:15])=[CH:11][CH:10]=1)[C:3](OCC)=[O:4].[Cl-].[Ce+3].[Cl-].[Cl-].[H-].[Al+3].[Li+].[H-].[H-].[H-].O, predict the reaction product. (3) The product is: [F:1][C:2]1[CH:7]=[CH:6][C:5]([C@@H:8]2[NH:25][C:12]3[NH:13][C:14](=[O:24])[N:15]([C:18]4[CH:23]=[CH:22][CH:21]=[CH:20][CH:19]=4)[C:16](=[O:17])[C:11]=3[CH:10]([OH:26])[CH2:9]2)=[CH:4][CH:3]=1. Given the reactants [F:1][C:2]1[CH:7]=[CH:6][C:5]([C@@H:8]2[NH:25][C:12]3[NH:13][C:14](=[O:24])[N:15]([C:18]4[CH:23]=[CH:22][CH:21]=[CH:20][CH:19]=4)[C:16](=[O:17])[C:11]=3[C:10](=[O:26])[CH2:9]2)=[CH:4][CH:3]=1.[Li+].[BH4-], predict the reaction product. (4) Given the reactants [Cl:1][C:2]1[CH:3]=[C:4]2[C:9](=[CH:10][C:11]=1[N:12]1[CH2:17][C:16]3[C:18]([CH:25]4[CH2:27][CH2:26]4)=[N:19][C:20]([C:22]([OH:24])=O)=[CH:21][C:15]=3[NH:14][C:13]1=[O:28])[O:8][CH:7]([C:29]1[C:34]([F:35])=[CH:33][CH:32]=[CH:31][N:30]=1)[CH2:6][CH2:5]2.[CH:36]([NH:38][NH2:39])=O.C(P1(=O)OP(=O)(CCC)OP(=O)(CCC)O1)CC.C(OCC)(=O)C, predict the reaction product. The product is: [Cl:1][C:2]1[CH:3]=[C:4]2[C:9](=[CH:10][C:11]=1[N:12]1[CH2:17][C:16]3[C:18]([CH:25]4[CH2:26][CH2:27]4)=[N:19][C:20]([C:22]4[O:24][CH:36]=[N:38][N:39]=4)=[CH:21][C:15]=3[NH:14][C:13]1=[O:28])[O:8][CH:7]([C:29]1[C:34]([F:35])=[CH:33][CH:32]=[CH:31][N:30]=1)[CH2:6][CH2:5]2.